Dataset: Forward reaction prediction with 1.9M reactions from USPTO patents (1976-2016). Task: Predict the product of the given reaction. (1) Given the reactants [CH3:1][CH2:2][O:3][C:4]([C:6]1[CH:11]([C:12]2[C:17]([Cl:18])=[CH:16][CH:15]=[CH:14][CH:13]=2)[C:10]([C:19]([O:21][CH3:22])=[O:20])=[C:9]([CH3:23])[NH:8][C:7]=1[CH2:24][O:25][CH2:26][CH2:27][N:28]1C(=O)C2C(=CC=CC=2)C1=O)=[O:5].CN, predict the reaction product. The product is: [CH3:1][CH2:2][O:3][C:4]([C:6]1[CH:11]([C:12]2[C:17]([Cl:18])=[CH:16][CH:15]=[CH:14][CH:13]=2)[C:10]([C:19]([O:21][CH3:22])=[O:20])=[C:9]([CH3:23])[NH:8][C:7]=1[CH2:24][O:25][CH2:26][CH2:27][NH2:28])=[O:5]. (2) Given the reactants [Cl:1][C:2]1[CH:10]=[CH:9][CH:8]=[C:7]([Cl:11])[C:3]=1[C:4](Cl)=[O:5].[OH:12][C:13]1[CH:14]=[C:15]([B:19]([OH:21])[OH:20])[CH:16]=[CH:17][CH:18]=1.C(N(CC)CC)C, predict the reaction product. The product is: [Cl:1][C:2]1[CH:10]=[CH:9][CH:8]=[C:7]([Cl:11])[C:3]=1[C:4]([O:12][C:13]1[CH:14]=[C:15]([B:19]([OH:21])[OH:20])[CH:16]=[CH:17][CH:18]=1)=[O:5]. (3) The product is: [C:1]([O:5][C:6](=[O:25])[C:7]1[CH:8]=[C:9]([N:32]2[CH2:36][CH2:35][CH2:34][C:33]2=[O:37])[CH:10]=[C:11]([N:13]([S:20]([CH3:23])(=[O:22])=[O:21])[C:14]2[CH:19]=[CH:18][CH:17]=[CH:16][CH:15]=2)[CH:12]=1)([CH3:4])([CH3:3])[CH3:2]. Given the reactants [C:1]([O:5][C:6](=[O:25])[C:7]1[CH:12]=[C:11]([N:13]([S:20]([CH3:23])(=[O:22])=[O:21])[C:14]2[CH:19]=[CH:18][CH:17]=[CH:16][CH:15]=2)[CH:10]=[C:9](Br)[CH:8]=1)([CH3:4])([CH3:3])[CH3:2].C([O-])([O-])=O.[Cs+].[Cs+].[NH:32]1[CH2:36][CH2:35][CH2:34][C:33]1=[O:37], predict the reaction product. (4) Given the reactants [NH2+]1C=CC=C1.[CH:6]([N:8]1[CH:12]=[CH:11][N:10]=[CH:9]1)=[CH2:7].[CH2:13]([Br:25])[CH2:14][CH2:15][CH2:16][CH2:17][CH2:18][CH2:19][CH2:20][CH2:21][CH2:22][CH2:23][CH3:24], predict the reaction product. The product is: [Br-:25].[CH2:13]([N:10]1[CH:11]=[CH:12][N+:8]([CH:6]=[CH2:7])=[CH:9]1)[CH2:14][CH2:15][CH2:16][CH2:17][CH2:18][CH2:19][CH2:20][CH2:21][CH2:22][CH2:23][CH3:24]. (5) Given the reactants [F:1][C:2]1[CH:3]=[C:4]([C:8]2[CH:9]=[C:10]3[C:14](=[C:15]([C:17]([NH2:19])=[O:18])[CH:16]=2)[NH:13][N:12]=[C:11]3[CH:20]2[CH2:25][CH2:24][NH:23][CH2:22][CH2:21]2)[CH:5]=[CH:6][CH:7]=1.Cl[CH2:27][CH2:28][S:29](Cl)(=[O:31])=[O:30].[CH2:33]([N:35](CC)[CH2:36][CH3:37])[CH3:34].C([O-])([O-])=O.[K+].[K+].N1CCCC1, predict the reaction product. The product is: [F:1][C:2]1[CH:3]=[C:4]([C:8]2[CH:9]=[C:10]3[C:14](=[C:15]([C:17]([NH2:19])=[O:18])[CH:16]=2)[NH:13][N:12]=[C:11]3[CH:20]2[CH2:25][CH2:24][N:23]([S:29]([CH2:28][CH2:27][N:35]3[CH2:36][CH2:37][CH2:34][CH2:33]3)(=[O:31])=[O:30])[CH2:22][CH2:21]2)[CH:5]=[CH:6][CH:7]=1.